This data is from Full USPTO retrosynthesis dataset with 1.9M reactions from patents (1976-2016). The task is: Predict the reactants needed to synthesize the given product. (1) Given the product [Br:1][C:2]1[S:3][C:4]([C:10]2[S:11][CH:12]=[CH:13][CH:14]=2)=[CH:5][CH:6]=1.[S:3]1[CH:4]=[CH:5][CH:6]=[C:2]1[C:10]1[S:11][C:12]([C:2]2[S:3][CH:4]=[CH:5][CH:6]=2)=[CH:13][CH:14]=1, predict the reactants needed to synthesize it. The reactants are: [Br:1][C:2]1[S:3][CH:4]=[CH:5][CH:6]=1.II.Br[C:10]1[S:11][C:12](Br)=[CH:13][CH:14]=1. (2) Given the product [CH2:28]([N:30]([CH2:20][CH2:19][CH2:18][C:16]1[CH:15]=[CH:14][C:13]2[C:9]([C:6]3[CH:5]=[CH:4][C:3]([C:2]([F:27])([F:1])[F:26])=[CH:8][CH:7]=3)=[N:10][S:11][C:12]=2[CH:17]=1)[CH2:31][CH2:32][OH:33])[CH3:29], predict the reactants needed to synthesize it. The reactants are: [F:1][C:2]([F:27])([F:26])[C:3]1[CH:8]=[CH:7][C:6]([C:9]2[C:13]3[CH:14]=[CH:15][C:16]([CH2:18][CH2:19][CH2:20]OS(C)(=O)=O)=[CH:17][C:12]=3[S:11][N:10]=2)=[CH:5][CH:4]=1.[CH2:28]([NH:30][CH2:31][CH2:32][OH:33])[CH3:29]. (3) Given the product [CH2:1]([N:3]1[CH2:8][CH2:7][N:6]([C:9]2[C:18]3[C:13](=[CH:14][CH:15]=[CH:16][CH:17]=3)[CH:12]=[C:11]([C:19]3[CH:20]=[C:21]4[C:25](=[CH:26][CH:27]=3)[CH:24]([OH:28])[CH2:23][CH2:22]4)[N:10]=2)[CH2:5][CH2:4]1)[CH3:2], predict the reactants needed to synthesize it. The reactants are: [CH2:1]([N:3]1[CH2:8][CH2:7][N:6]([C:9]2[C:18]3[C:13](=[CH:14][CH:15]=[CH:16][CH:17]=3)[CH:12]=[C:11]([C:19]3[CH:20]=[C:21]4[C:25](=[CH:26][CH:27]=3)[C:24](=[O:28])[CH2:23][CH2:22]4)[N:10]=2)[CH2:5][CH2:4]1)[CH3:2].[BH4-].[Na+].